Predict the product of the given reaction. From a dataset of Forward reaction prediction with 1.9M reactions from USPTO patents (1976-2016). (1) The product is: [O:21]=[C:2]1[C:3]2([CH2:13][O:12][C:11]3[CH:14]=[C:15]4[C:19](=[CH:20][C:10]2=3)[CH2:18][CH2:17][O:16]4)[C:4]2[C:9](=[CH:8][CH:7]=[CH:6][CH:5]=2)[N:1]1[CH2:45][C:46]1[CH:55]=[CH:54][C:49]([C:50]([O:52][CH3:53])=[O:51])=[CH:48][CH:47]=1. Given the reactants [NH:1]1[C:9]2[C:4](=[CH:5][CH:6]=[CH:7][CH:8]=2)[C:3]2([CH2:13][O:12][C:11]3[CH:14]=[C:15]4[C:19](=[CH:20][C:10]2=3)[CH2:18][CH2:17][O:16]4)[C:2]1=[O:21].CC1C2C=C3C4(C5C(=CC=CC=5)NC4=O)COC3=CC=2ON=1.Br[CH2:45][C:46]1[CH:55]=[CH:54][C:49]([C:50]([O:52][CH3:53])=[O:51])=[CH:48][CH:47]=1.BrCC1OC(C(F)(F)F)=CC=1, predict the reaction product. (2) Given the reactants [OH:1][C:2]([CH3:35])([CH3:34])[CH2:3][C@@:4]1([C:28]2[CH:33]=[CH:32][CH:31]=[CH:30][CH:29]=2)[O:9][C:8](=[O:10])[N:7]([C@H:11]([C:13]2[CH:18]=[CH:17][C:16](B3OC(C)(C)C(C)(C)O3)=[CH:15][CH:14]=2)[CH3:12])[CH2:6][CH2:5]1.Cl[C:37]1[CH:42]=[C:41]([Cl:43])[N:40]=[N:39][C:38]=1[CH3:44], predict the reaction product. The product is: [Cl:43][C:41]1[N:40]=[N:39][C:38]([CH3:44])=[C:37]([C:16]2[CH:15]=[CH:14][C:13]([C@@H:11]([N:7]3[CH2:6][CH2:5][C@:4]([CH2:3][C:2]([OH:1])([CH3:35])[CH3:34])([C:28]4[CH:33]=[CH:32][CH:31]=[CH:30][CH:29]=4)[O:9][C:8]3=[O:10])[CH3:12])=[CH:18][CH:17]=2)[CH:42]=1. (3) Given the reactants [Cl:1][C:2]1[CH:3]=[CH:4][C:5]([O:35][C:36]([F:39])([F:38])[F:37])=[C:6]([C:8]2[C:13]([O:14][CH3:15])=[CH:12][N:11]([CH:16]([CH3:33])[C:17]([NH:19][C:20]3[CH:32]=[CH:31][C:23]([C:24]([O:26]C(C)(C)C)=[O:25])=[CH:22][CH:21]=3)=[O:18])[C:10](=[O:34])[CH:9]=2)[CH:7]=1.C(O)(C(F)(F)F)=O, predict the reaction product. The product is: [Cl:1][C:2]1[CH:3]=[CH:4][C:5]([O:35][C:36]([F:39])([F:37])[F:38])=[C:6]([C:8]2[C:13]([O:14][CH3:15])=[CH:12][N:11]([CH:16]([CH3:33])[C:17]([NH:19][C:20]3[CH:32]=[CH:31][C:23]([C:24]([OH:26])=[O:25])=[CH:22][CH:21]=3)=[O:18])[C:10](=[O:34])[CH:9]=2)[CH:7]=1. (4) Given the reactants [CH2:1]([C:5]1[N:9]([CH2:10][C:11]2[CH:16]=[CH:15][C:14]([C:17]3[C:18]([C:23]#[N:24])=[CH:19][CH:20]=[CH:21][CH:22]=3)=[CH:13][CH:12]=2)[C:8](=[O:25])[NH:7][N:6]=1)[CH2:2][CH2:3][CH3:4].CC(C)([O-])C.[K+].CN(C)C=O.Br[CH2:38][C:39](=[O:44])[C:40]([CH3:43])([CH3:42])[CH3:41], predict the reaction product. The product is: [CH2:1]([C:5]1[N:9]([CH2:10][C:11]2[CH:16]=[CH:15][C:14]([C:17]3[C:18]([C:23]#[N:24])=[CH:19][CH:20]=[CH:21][CH:22]=3)=[CH:13][CH:12]=2)[C:8](=[O:25])[N:7]([CH2:38][C:39](=[O:44])[C:40]([CH3:43])([CH3:42])[CH3:41])[N:6]=1)[CH2:2][CH2:3][CH3:4].